From a dataset of Full USPTO retrosynthesis dataset with 1.9M reactions from patents (1976-2016). Predict the reactants needed to synthesize the given product. (1) Given the product [CH:42]1([C@H:13]([NH:12][C:10](=[O:11])[C@H:9]([CH3:48])[NH:7][CH3:6])[C:14]([N:16]2[C@H:21]([C:22]([NH:23][C:24]3[S:28][N:27]=[N:26][C:25]=3[C:29]3[CH:30]=[CH:31][CH:32]=[CH:33][CH:34]=3)=[O:35])[CH2:20][N:19]3[CH2:36][C@H:37]([O:39][CH2:40][CH3:41])[CH2:38][C@@H:18]3[CH2:17]2)=[O:15])[CH2:47][CH2:46][CH2:45][CH2:44][CH2:43]1, predict the reactants needed to synthesize it. The reactants are: C(O[C:6](=O)[N:7]([C@@H:9]([CH3:48])[C:10]([NH:12][C@@H:13]([CH:42]1[CH2:47][CH2:46][CH2:45][CH2:44][CH2:43]1)[C:14]([N:16]1[C@H:21]([C:22](=[O:35])[NH:23][C:24]2[S:28][N:27]=[N:26][C:25]=2[C:29]2[CH:34]=[CH:33][CH:32]=[CH:31][CH:30]=2)[CH2:20][N:19]2[CH2:36][C@H:37]([O:39][CH2:40][CH3:41])[CH2:38][C@@H:18]2[CH2:17]1)=[O:15])=[O:11])C)(C)(C)C. (2) Given the product [OH:2][CH2:3][C:5]1[CH:6]=[CH:7][C:8](/[CH:9]=[CH:10]/[C@@H:11]2[CH2:15][CH2:14][CH2:13][N:12]2[C:16]([O:18][C:19]([CH3:20])([CH3:22])[CH3:21])=[O:17])=[CH:23][CH:24]=1, predict the reactants needed to synthesize it. The reactants are: C[O:2][C:3]([C:5]1[CH:24]=[CH:23][C:8](/[CH:9]=[CH:10]/[C@@H:11]2[CH2:15][CH2:14][CH2:13][N:12]2[C:16]([O:18][C:19]([CH3:22])([CH3:21])[CH3:20])=[O:17])=[CH:7][CH:6]=1)=O.[H-].C([Al+]CC(C)C)C(C)C. (3) The reactants are: [OH-].[K+].[CH3:3][O:4][C:5]1[CH:6]=[C:7]2[C:11](=[CH:12][C:13]=1[O:14][CH3:15])[N:10]([CH2:16][CH2:17][OH:18])[CH:9]=[C:8]2[C:19]1[N:27](S(C2C=CC(C)=CC=2)(=O)=O)[C:22]2=[N:23][CH:24]=[CH:25][CH:26]=[C:21]2[CH:20]=1. Given the product [CH3:3][O:4][C:5]1[CH:6]=[C:7]2[C:11](=[CH:12][C:13]=1[O:14][CH3:15])[N:10]([CH2:16][CH2:17][OH:18])[CH:9]=[C:8]2[C:19]1[NH:27][C:22]2=[N:23][CH:24]=[CH:25][CH:26]=[C:21]2[CH:20]=1, predict the reactants needed to synthesize it. (4) Given the product [F:7][CH2:8][C:9]1([C:14]#[N:15])[CH2:5][C:6](=[O:1])[CH2:10]1, predict the reactants needed to synthesize it. The reactants are: [O:1]1[CH2:6][CH2:5]OCC1.[F:7][CH2:8][C:9]1([C:14]#[N:15])CC(=C)[CH2:10]1.I([O-])(=O)(=O)=O.[Na+]. (5) Given the product [CH3:1][O:2][CH2:3][CH2:4][O:5][C:6]1[CH:7]=[CH:8][C:9]([N:12]2[C:16]3[N:17]=[C:18]([NH:21][C@@H:22]4[CH2:26][CH2:25][C@@H:24]([C:27]([NH2:32])=[O:28])[CH2:23]4)[N:19]=[CH:20][C:15]=3[N:14]=[N:13]2)=[CH:10][CH:11]=1, predict the reactants needed to synthesize it. The reactants are: [CH3:1][O:2][CH2:3][CH2:4][O:5][C:6]1[CH:11]=[CH:10][C:9]([N:12]2[C:16]3[N:17]=[C:18]([NH:21][C@@H:22]4[CH2:26][CH2:25][C@@H:24]([C:27](O)=[O:28])[CH2:23]4)[N:19]=[CH:20][C:15]=3[N:14]=[N:13]2)=[CH:8][CH:7]=1.Cl.C[N:32](C)CCCN=C=NCC.O.ON1C2C=CC=CC=2N=N1.N.O1CCOCC1. (6) Given the product [F:6][C:7]1[CH:12]=[CH:11][C:10]([C:13]2[O:14][C:15]3[CH:25]=[CH:24][C:23]([O:26][CH2:4][C:3]([CH3:5])=[CH2:2])=[CH:22][C:16]=3[C:17]=2[C:18]([O:20][CH3:21])=[O:19])=[CH:9][CH:8]=1, predict the reactants needed to synthesize it. The reactants are: Br[CH2:2][C:3]([CH3:5])=[CH2:4].[F:6][C:7]1[CH:12]=[CH:11][C:10]([C:13]2[O:14][C:15]3[CH:25]=[CH:24][C:23]([OH:26])=[CH:22][C:16]=3[C:17]=2[C:18]([O:20][CH3:21])=[O:19])=[CH:9][CH:8]=1.C([O-])([O-])=O.[K+].[K+].